Dataset: Forward reaction prediction with 1.9M reactions from USPTO patents (1976-2016). Task: Predict the product of the given reaction. (1) The product is: [Cl:14][C:15]1[CH:16]=[CH:17][C:18]([C:21]2[NH:1][C:2]3[N:6]([N:5]=[C:4]([OH:7])[C:3]=3[C:8]3[CH:9]=[N:10][CH:11]=[CH:12][CH:13]=3)[C:23](=[O:24])[CH:22]=2)=[CH:19][CH:20]=1. Given the reactants [NH2:1][C:2]1[NH:6][N:5]=[C:4]([OH:7])[C:3]=1[C:8]1[CH:9]=[N:10][CH:11]=[CH:12][CH:13]=1.[Cl:14][C:15]1[CH:20]=[CH:19][C:18]([C:21](=O)[CH2:22][C:23](OC)=[O:24])=[CH:17][CH:16]=1, predict the reaction product. (2) Given the reactants [CH3:1][C:2]1[CH:6]=[C:5]([C:7]([OH:9])=O)[NH:4][N:3]=1.CN([CH:13]=[O:14])C.C[CH2:16][N:17]=C=NCCCN(C)C.Cl.CCN(C(C)C)C(C)C.C1C=CC2N(O)N=NC=2C=1, predict the reaction product. The product is: [CH3:13][O:14][N:17]([CH3:16])[C:7]([C:5]1[NH:4][N:3]=[C:2]([CH3:1])[CH:6]=1)=[O:9]. (3) Given the reactants C(OC1[CH:14]=[CH:13][N:12]([C:15]2[CH:20]=[CH:19][C:18](O)=CC=2)C(=O)C=1)C1C=CC=CC=1.[F:23][C:24]1[CH:45]=[CH:44][C:27]([CH2:28][O:29][C:30]2[CH:35]=[CH:34][N:33]([C:36]3[CH:41]=[CH:40][C:39]([OH:42])=[CH:38][CH:37]=3)[C:32](=[O:43])[N:31]=2)=[CH:26][CH:25]=1, predict the reaction product. The product is: [F:23][C:24]1[CH:25]=[CH:26][C:27]([CH2:28][O:29][C:30]2[CH:35]=[CH:34][N:33]([C:36]3[CH:41]=[CH:40][C:39]([O:42][CH2:14][CH2:13][N:12]4[CH2:15][CH2:20][CH2:19][CH2:18]4)=[CH:38][CH:37]=3)[C:32](=[O:43])[N:31]=2)=[CH:44][CH:45]=1. (4) Given the reactants [CH3:1][C:2]1[CH:3]=[C:4]([CH:8]=[CH:9][C:10]=1[N+:11]([O-:13])=[O:12])[C:5]([OH:7])=O.CN1CCOCC1.CCN=C=NCCCN(C)C.Cl.C1C=CC2N(O)N=NC=2C=1.[CH3:43][N:44]1[CH2:49][CH2:48][NH:47][CH2:46][CH2:45]1, predict the reaction product. The product is: [CH3:1][C:2]1[CH:3]=[C:4]([C:5]([N:47]2[CH2:48][CH2:49][N:44]([CH3:43])[CH2:45][CH2:46]2)=[O:7])[CH:8]=[CH:9][C:10]=1[N+:11]([O-:13])=[O:12]. (5) Given the reactants CC(O)C.O.C([C@@](C(O)=O)(O)[C@@](C(=O)C1C=CC=CC=1)(O)C(O)=O)(=O)C1C=CC=CC=1.[O:32]=[C:33]([N:47]1[CH2:52][CH2:51][N:50]2[C:53]([C:56]([F:59])([F:58])[F:57])=[N:54][N:55]=[C:49]2[CH2:48]1)[CH2:34][CH:35]([NH2:46])[CH2:36][C:37]1[CH:42]=[C:41]([F:43])[C:40]([F:44])=[CH:39][C:38]=1[F:45], predict the reaction product. The product is: [O:32]=[C:33]([N:47]1[CH2:52][CH2:51][N:50]2[C:53]([C:56]([F:59])([F:58])[F:57])=[N:54][N:55]=[C:49]2[CH2:48]1)[CH2:34][C@@H:35]([NH2:46])[CH2:36][C:37]1[CH:42]=[C:41]([F:43])[C:40]([F:44])=[CH:39][C:38]=1[F:45].